Dataset: Catalyst prediction with 721,799 reactions and 888 catalyst types from USPTO. Task: Predict which catalyst facilitates the given reaction. (1) The catalyst class is: 6. Reactant: [CH3:1][CH2:2][N:3]([CH2:6][CH2:7][NH:8][C:9]([C:11]1[CH:16]=[CH:15][C:14]([N:17]=[O:18])=[CH:13][CH:12]=1)=[O:10])[CH2:4][CH3:5]. Product: [CH3:5][CH2:4][N:3]([CH2:6][CH2:7][NH:8][C:9]([C:11]1[CH:16]=[CH:15][C:14]([N:17]=[O:18])=[CH:13][CH:12]=1)=[O:10])[CH2:2][CH3:1].[OH2:10].[CH3:5][CH2:4][N:3]([CH2:6][CH2:7][NH:8][C:9]([C:11]1[CH:16]=[CH:15][C:14]([N:17]=[O:18])=[CH:13][CH:12]=1)=[O:10])[CH2:2][CH3:1]. (2) Reactant: [CH3:1][C:2]1[CH:3]=[C:4]([NH2:9])[C:5]([NH2:8])=[CH:6][CH:7]=1.[CH:10]([CH:12]=O)=O. Product: [CH3:1][C:2]1[CH:3]=[C:4]2[C:5](=[CH:6][CH:7]=1)[N:8]=[CH:12][CH:10]=[N:9]2. The catalyst class is: 32. (3) Reactant: [OH:1][C:2]1[CH:3]=[C:4]([C:8]([NH2:10])=[O:9])[CH:5]=[CH:6][CH:7]=1.[Na+].[I-].[CH2:13](Cl)[CH2:14][CH2:15][CH2:16][CH2:17][CH2:18][CH2:19][CH2:20][CH3:21]. The catalyst class is: 3. Product: [CH2:13]([O:1][C:2]1[CH:3]=[C:4]([C:8]([NH2:10])=[O:9])[CH:5]=[CH:6][CH:7]=1)[CH2:14][CH2:15][CH2:16][CH2:17][CH2:18][CH2:19][CH2:20][CH3:21]. (4) Reactant: [NH2:1][C:2]1[NH:6][N:5]=[C:4]([OH:7])[C:3]=1[C:8]1[CH:13]=[CH:12][CH:11]=[CH:10][N:9]=1.[NH:14]1[C:18]2[CH:19]=[CH:20][C:21]([C:23](=O)[CH2:24][C:25](OCC)=[O:26])=[CH:22][C:17]=2[N:16]=[N:15]1.CC1C=CC(S(O)(=O)=O)=CC=1. Product: [NH:14]1[C:18]2[CH:19]=[CH:20][C:21]([C:23]3[NH:1][C:2]4[N:6]([N:5]=[C:4]([OH:7])[C:3]=4[C:8]4[CH:13]=[CH:12][CH:11]=[CH:10][N:9]=4)[C:25](=[O:26])[CH:24]=3)=[CH:22][C:17]=2[N:16]=[N:15]1. The catalyst class is: 114.